This data is from Reaction yield outcomes from USPTO patents with 853,638 reactions. The task is: Predict the reaction yield, written as a fraction of the theoretical maximum amount of product (1.0 means a 100% yield; for example, 0.34 means a 34% yield). The reactants are ClC(Cl)(Cl)C([C:5]1[CH:10]=[CH:9][C:8]([C:11]2[O:12][C:13]([CH2:16][CH3:17])=[N:14][N:15]=2)=[CH:7][CH:6]=1)O.[OH-:20].[Na+].[O:22]1[CH2:27][CH2:26][O:25][CH2:24]C1. The catalyst is CO. The product is [CH2:16]([C:13]1[O:12][C:11]([C:8]2[CH:7]=[CH:6][C:5]([CH:26]([O:25][CH3:24])[C:27]([OH:22])=[O:20])=[CH:10][CH:9]=2)=[N:15][N:14]=1)[CH3:17]. The yield is 0.730.